This data is from Full USPTO retrosynthesis dataset with 1.9M reactions from patents (1976-2016). The task is: Predict the reactants needed to synthesize the given product. (1) The reactants are: C[Si](C)(C)[C:3]#[C:4][C:5]1[CH:6]=[CH:7][C:8]([C:11]([O:13][CH3:14])=[O:12])=[N:9][CH:10]=1.C(=O)([O-])[O-].[K+].[K+]. Given the product [C:4]([C:5]1[CH:6]=[CH:7][C:8]([C:11]([O:13][CH3:14])=[O:12])=[N:9][CH:10]=1)#[CH:3], predict the reactants needed to synthesize it. (2) Given the product [CH2:21]([O:1][C:2]1[CH:3]=[CH:4][CH:5]=[C:6]2[C:11]=1[CH:10]=[CH:9][CH:8]=[C:7]2[OH:12])[CH:20]=[CH2:19], predict the reactants needed to synthesize it. The reactants are: [OH:1][C:2]1[C:11]2[C:6](=[C:7]([OH:12])[CH:8]=[CH:9][CH:10]=2)[CH:5]=[CH:4][CH:3]=1.C([O-])([O-])=O.[K+].[K+].[CH2:19](Br)[CH:20]=[CH2:21]. (3) Given the product [CH3:49][O:48][CH:39]([O:38][CH3:37])[C:40]1[CH:41]=[CH:42][C:43]([C:2]2[CH:7]=[CH:6][CH:5]=[CH:4][C:3]=2[C:8]2[N:9]=[N:10][N:11]([CH:13]3[CH2:18][CH2:17][CH2:16][CH2:15][O:14]3)[N:12]=2)=[CH:44][CH:45]=1, predict the reactants needed to synthesize it. The reactants are: Cl[C:2]1[CH:7]=[CH:6][CH:5]=[CH:4][C:3]=1[C:8]1[N:9]=[N:10][N:11]([CH:13]2[CH2:18][CH2:17][CH2:16][CH2:15][O:14]2)[N:12]=1.ClC1C=CC=CC=1C1N(C2CCCCO2)N=NN=1.[CH3:37][O:38][CH:39]([O:48][CH3:49])[C:40]1[CH:45]=[CH:44][C:43]([Mg]Br)=[CH:42][CH:41]=1.Cl.ClC1C=CC=CC=1C1NN=NN=1.N1C(C2C=CC=CC=2C2C=CC(C=O)=CC=2)=NN=N1.CO. (4) The reactants are: CCCCCC.C([Li])CCC.Br[C:13]1[CH:18]=[CH:17][C:16]([C:19]2[N:24]=[C:23]([C:25]3[CH:30]=[CH:29][C:28]([C:31]([CH3:34])([CH3:33])[CH3:32])=[CH:27][CH:26]=3)[N:22]=[C:21]([C:35]3[CH:40]=[CH:39][C:38]([C:41]([CH3:44])([CH3:43])[CH3:42])=[CH:37][CH:36]=3)[N:20]=2)=[CH:15][CH:14]=1.Br[C:46]1[CH:47]=[CH:48][C:49]([C:52]2[CH:57]=[CH:56][CH:55]=[CH:54][N:53]=2)=[N:50][CH:51]=1. Given the product [C:31]([C:28]1[CH:27]=[CH:26][C:25]([C:23]2[N:22]=[C:21]([C:35]3[CH:40]=[CH:39][C:38]([C:41]([CH3:43])([CH3:44])[CH3:42])=[CH:37][CH:36]=3)[N:20]=[C:19]([C:16]3[CH:15]=[CH:14][C:13]([C:46]4[CH:47]=[CH:48][C:49]([C:52]5[CH:57]=[CH:56][CH:55]=[CH:54][N:53]=5)=[N:50][CH:51]=4)=[CH:18][CH:17]=3)[N:24]=2)=[CH:30][CH:29]=1)([CH3:32])([CH3:33])[CH3:34], predict the reactants needed to synthesize it. (5) Given the product [Cl:22][CH2:16][C:10]1[CH:11]=[CH:12][C:13]([F:15])=[CH:14][C:9]=1[O:8][CH2:1][C:2]1[CH:7]=[CH:6][CH:5]=[CH:4][CH:3]=1, predict the reactants needed to synthesize it. The reactants are: [CH2:1]([O:8][C:9]1[CH:14]=[C:13]([F:15])[CH:12]=[CH:11][C:10]=1[CH2:16]O)[C:2]1[CH:7]=[CH:6][CH:5]=[CH:4][CH:3]=1.CS([Cl:22])(=O)=O.C(N(CC)CC)C. (6) The reactants are: [Cl:1][C:2]1[C:7]2[CH:8]=[C:9]([C:11]([O:13][CH3:14])=[O:12])[NH:10][C:6]=2[CH:5]=[CH:4][N:3]=1.[C:15]([O:19][C:20]1[CH:29]=[CH:28][C:23]([O:24][CH2:25][CH2:26]O)=[CH:22][CH:21]=1)([CH3:18])([CH3:17])[CH3:16].C1C=CC(P(C2C=CC=CC=2)C2C=CC=CC=2)=CC=1.CC(OC(/N=N/C(OC(C)C)=O)=O)C. Given the product [C:15]([O:19][C:20]1[CH:21]=[CH:22][C:23]([O:24][CH2:25][CH2:26][N:10]2[C:6]3[CH:5]=[CH:4][N:3]=[C:2]([Cl:1])[C:7]=3[CH:8]=[C:9]2[C:11]([O:13][CH3:14])=[O:12])=[CH:28][CH:29]=1)([CH3:17])([CH3:16])[CH3:18], predict the reactants needed to synthesize it. (7) Given the product [CH3:21][C:13]([CH3:22])([CH2:14][O:15][CH:16]1[CH2:20][CH2:19][O:18][CH2:17]1)[CH2:12][OH:11], predict the reactants needed to synthesize it. The reactants are: CC(C[AlH]CC(C)C)C.C[O:11][C:12](=O)[C:13]([CH3:22])([CH3:21])[CH2:14][O:15][CH:16]1[CH2:20][CH2:19][O:18][CH2:17]1.Cl. (8) The reactants are: [CH3:1][O:2][C:3]1[CH:12]=[CH:11][C:10]2[C:5](=[CH:6][CH:7]=[C:8]([C:13]3[CH:18]=[CH:17][CH:16]=[C:15]([O:19][CH3:20])[CH:14]=3)[CH:9]=2)[C:4]=1/[CH:21]=[CH:22]/[C:23](O)=[O:24].[NH2:26][C:27]1[CH:32]=[CH:31][CH:30]=[CH:29][CH:28]=1. Given the product [CH3:1][O:2][C:3]1[CH:12]=[CH:11][C:10]2[C:5](=[CH:6][CH:7]=[C:8]([C:13]3[CH:18]=[CH:17][CH:16]=[C:15]([O:19][CH3:20])[CH:14]=3)[CH:9]=2)[C:4]=1/[CH:21]=[CH:22]/[C:23]([NH:26][C:27]1[CH:32]=[CH:31][CH:30]=[CH:29][CH:28]=1)=[O:24], predict the reactants needed to synthesize it.